This data is from Full USPTO retrosynthesis dataset with 1.9M reactions from patents (1976-2016). The task is: Predict the reactants needed to synthesize the given product. (1) The reactants are: [C:1]([N:4]1[C:13]2[C:8](=[CH:9][C:10]([NH:14][C:15](=[O:28])[C:16]3[CH:21]=[CH:20][C:19]([C:22]4[CH:27]=[CH:26][CH:25]=[CH:24][CH:23]=4)=[CH:18][CH:17]=3)=[CH:11][CH:12]=2)[C:7]([C:30]2[CH:35]=[CH:34][C:33]([O:36]C)=[CH:32][CH:31]=2)([CH3:29])[CH2:6][C:5]1([CH3:39])[CH3:38])(=[O:3])[CH3:2].B(Br)(Br)Br.[OH-].[Na+].Cl. Given the product [C:1]([N:4]1[C:13]2[C:8](=[CH:9][C:10]([NH:14][C:15](=[O:28])[C:16]3[CH:21]=[CH:20][C:19]([C:22]4[CH:27]=[CH:26][CH:25]=[CH:24][CH:23]=4)=[CH:18][CH:17]=3)=[CH:11][CH:12]=2)[C:7]([C:30]2[CH:31]=[CH:32][C:33]([OH:36])=[CH:34][CH:35]=2)([CH3:29])[CH2:6][C:5]1([CH3:39])[CH3:38])(=[O:3])[CH3:2], predict the reactants needed to synthesize it. (2) Given the product [F:1][C:2]1[CH:3]=[CH:4][C:5]([C:8]2[O:9][CH:10]=[C:11]([C:13]([CH3:17])([CH3:16])[CH2:14][NH:15][C:22](=[O:23])[C:21]3[CH:25]=[C:26]([C:29]4[N:33]=[C:32]([C:34]([F:37])([F:36])[F:35])[O:31][N:30]=4)[CH:27]=[CH:28][C:20]=3[O:19][CH3:18])[N:12]=2)=[CH:6][CH:7]=1, predict the reactants needed to synthesize it. The reactants are: [F:1][C:2]1[CH:7]=[CH:6][C:5]([C:8]2[O:9][CH:10]=[C:11]([C:13]([CH3:17])([CH3:16])[CH2:14][NH2:15])[N:12]=2)=[CH:4][CH:3]=1.[CH3:18][O:19][C:20]1[CH:28]=[CH:27][C:26]([C:29]2[N:33]=[C:32]([C:34]([F:37])([F:36])[F:35])[O:31][N:30]=2)=[CH:25][C:21]=1[C:22](O)=[O:23].